Dataset: Full USPTO retrosynthesis dataset with 1.9M reactions from patents (1976-2016). Task: Predict the reactants needed to synthesize the given product. (1) Given the product [C:16]([O:15][C:13]([N:20]1[CH2:25][CH2:24][C:23](=[O:26])[CH:22]([C:27](=[O:33])[C:28]([O:30][CH2:31][CH3:32])=[O:29])[CH2:21]1)=[O:14])([CH3:19])([CH3:18])[CH3:17], predict the reactants needed to synthesize it. The reactants are: C([Li])CCC.C(NC(C)C)(C)C.[C:13]([N:20]1[CH2:25][CH2:24][C:23](=[O:26])[CH2:22][CH2:21]1)([O:15][C:16]([CH3:19])([CH3:18])[CH3:17])=[O:14].[C:27](OCC)(=[O:33])[C:28]([O:30][CH2:31][CH3:32])=[O:29].Cl. (2) The reactants are: N1C2C=CC=CC=2N=C1C1[CH2:15][CH2:14][N:13]([CH2:16][CH2:17][CH:18]2[O:22][C:21](=[O:23])[C:20]([CH2:26][CH3:27])([CH2:24][CH3:25])[CH2:19]2)[CH2:12][CH2:11]1.[Cl:28][C:29]1[CH:30]=[CH:31][C:32]([N:35]2CCNCC2)=[N:33][CH:34]=1.N1(C2C=CC=CC=2C#N)CCNCC1.CC1C=CC(S(OCCC2CC3(CCCC3)C(=O)O2)(=O)=O)=CC=1.CC1C=CC(S(OCCC2CC(CC)(CC)C(=O)O2)(=O)=O)=CC=1. Given the product [Cl:28][C:29]1[CH:30]=[CH:31][C:32]([N:35]2[CH2:11][CH2:12][N:13]([CH2:16][CH2:17][CH:18]3[CH2:19][C:20]4([CH2:24][CH2:25][CH2:27][CH2:26]4)[C:21](=[O:23])[O:22]3)[CH2:14][CH2:15]2)=[N:33][CH:34]=1, predict the reactants needed to synthesize it. (3) Given the product [C:11]1([C:17]2[CH:22]=[CH:21][C:20]([C:4]3[CH:3]=[C:2]([CH3:1])[CH:7]=[CH:6][CH:5]=3)=[CH:19][N:18]=2)[CH:16]=[CH:15][CH:14]=[CH:13][CH:12]=1, predict the reactants needed to synthesize it. The reactants are: [CH3:1][C:2]1[CH:7]=[CH:6][CH:5]=[CH:4][C:3]=1B(O)O.[C:11]1([C:17]2[CH:22]=[CH:21][C:20](Br)=[CH:19][N:18]=2)[CH:16]=[CH:15][CH:14]=[CH:13][CH:12]=1.[O-]P([O-])([O-])=O.[K+].[K+].[K+].C1(C)C=CC=CC=1. (4) Given the product [NH2:8][CH2:9][CH2:10][CH2:11][C:12]1[CH:17]=[C:16]([NH:18][C:19]2[N:20]=[CH:21][C:22]3[CH2:23][C:24](=[O:38])[NH:25][C:26]4[CH:33]=[C:32]([C:34]([F:37])([F:36])[F:35])[CH:31]=[CH:30][C:27]=4[C:28]=3[N:29]=2)[C:15]([CH3:39])=[N:14][CH:13]=1, predict the reactants needed to synthesize it. The reactants are: Cl.C(OC(=O)[NH:8][CH2:9][CH2:10][CH2:11][C:12]1[CH:13]=[N:14][C:15]([CH3:39])=[C:16]([NH:18][C:19]2[N:20]=[CH:21][C:22]3[CH2:23][C:24](=[O:38])[NH:25][C:26]4[CH:33]=[C:32]([C:34]([F:37])([F:36])[F:35])[CH:31]=[CH:30][C:27]=4[C:28]=3[N:29]=2)[CH:17]=1)(C)(C)C. (5) Given the product [NH2:10][C:11]1[C:12]([C:27]([NH:29][C:30]2[CH:31]=[N:32][CH:33]=[CH:34][C:35]=2[N:36]2[CH2:41][C@H:40]([CH3:42])[C@@H:39]([O:43][Si:44]([C:47]([CH3:48])([CH3:49])[CH3:50])([CH3:46])[CH3:45])[C@H:38]([NH:51][C:52](=[O:53])[O:54][C:55]([CH3:58])([CH3:57])[CH3:56])[CH2:37]2)=[O:28])=[N:13][C:14]2[C:19]([CH:20]=1)=[CH:18][CH:17]=[C:16]([CH:21]1[CH2:26][CH2:25][O:24][CH2:23][CH2:22]1)[CH:15]=2, predict the reactants needed to synthesize it. The reactants are: C(OC(=O)[NH:10][C:11]1[C:12]([C:27]([NH:29][C:30]2[CH:31]=[N:32][CH:33]=[CH:34][C:35]=2[N:36]2[CH2:41][C@H:40]([CH3:42])[C@@H:39]([O:43][Si:44]([C:47]([CH3:50])([CH3:49])[CH3:48])([CH3:46])[CH3:45])[C@H:38]([NH:51][C:52]([O:54][C:55]([CH3:58])([CH3:57])[CH3:56])=[O:53])[CH2:37]2)=[O:28])=[N:13][C:14]2[C:19]([CH:20]=1)=[CH:18][CH:17]=[C:16]([C:21]1[CH2:22][CH2:23][O:24][CH2:25][CH:26]=1)[CH:15]=2)C1C=CC=CC=1.[H][H]. (6) Given the product [Cl:1][C:2]1[CH:3]=[C:4]([C:9]2([C:26]([F:28])([F:27])[F:29])[O:13][N:12]=[C:11]([C:14]3[N:15]4[C:19]([C:20]([C:23]([NH:64][CH2:65][C:66]5[CH:67]=[CH:68][C:69]6[C:73]([CH2:74][CH3:75])([CH2:76][CH3:77])[O:72][B:71]([OH:78])[C:70]=6[CH:79]=5)=[O:25])=[CH:21][CH:22]=3)=[CH:18][CH:17]=[CH:16]4)[CH2:10]2)[CH:5]=[C:6]([Cl:8])[CH:7]=1, predict the reactants needed to synthesize it. The reactants are: [Cl:1][C:2]1[CH:3]=[C:4]([C:9]2([C:26]([F:29])([F:28])[F:27])[O:13][N:12]=[C:11]([C:14]3[N:15]4[C:19]([C:20]([C:23]([OH:25])=O)=[CH:21][CH:22]=3)=[CH:18][CH:17]=[CH:16]4)[CH2:10]2)[CH:5]=[C:6]([Cl:8])[CH:7]=1.CCN(C(C)C)C(C)C.CN(C(ON1N=NC2C=CC=NC1=2)=[N+](C)C)C.F[P-](F)(F)(F)(F)F.Cl.[NH2:64][CH2:65][C:66]1[CH:67]=[CH:68][C:69]2[C:73]([CH2:76][CH3:77])([CH2:74][CH3:75])[O:72][B:71]([OH:78])[C:70]=2[CH:79]=1.